Dataset: Full USPTO retrosynthesis dataset with 1.9M reactions from patents (1976-2016). Task: Predict the reactants needed to synthesize the given product. (1) Given the product [NH2:1][C:2](=[O:39])[CH2:3][C:4]1([NH:19][C:20]([C:22]2[CH:27]=[CH:26][C:25]([N:28]3[CH2:29][C:30]([F:33])([F:32])[CH2:31]3)=[C:24]([O:34][CH2:35][CH:36]3[CH2:38][CH2:37]3)[N:23]=2)=[O:21])[CH2:8][CH2:7][NH:6][CH2:5]1, predict the reactants needed to synthesize it. The reactants are: [NH2:1][C:2](=[O:39])[CH2:3][C:4]1([NH:19][C:20]([C:22]2[CH:27]=[CH:26][C:25]([N:28]3[CH2:31][C:30]([F:33])([F:32])[CH2:29]3)=[C:24]([O:34][CH2:35][CH:36]3[CH2:38][CH2:37]3)[N:23]=2)=[O:21])[CH2:8][CH2:7][N:6](C(OCC2C=CC=CC=2)=O)[CH2:5]1. (2) Given the product [Br:1][C:2]1[CH:3]=[CH:4][C:5]([O:10][CH2:11][CH3:12])=[C:6]([CH:9]=1)[CH2:7][OH:8], predict the reactants needed to synthesize it. The reactants are: [Br:1][C:2]1[CH:3]=[CH:4][C:5]([O:10][CH2:11][CH3:12])=[C:6]([CH:9]=1)[CH:7]=[O:8].C(O)C.[BH4-].[Na+]. (3) Given the product [N:3]1[CH:4]=[CH:5][CH:6]=[CH:7][C:2]=1[C:11]#[C:10][CH2:9][CH2:8][N:12]1[CH:17]=[CH:16][CH:15]=[CH:14][C:13]1=[O:18], predict the reactants needed to synthesize it. The reactants are: I[C:2]1[CH:7]=[CH:6][CH:5]=[CH:4][N:3]=1.[CH2:8]([N:12]1[CH:17]=[CH:16][CH:15]=[CH:14][C:13]1=[O:18])[CH2:9][C:10]#[CH:11]. (4) Given the product [Cl:1][C:2]1[CH:3]=[CH:4][C:5]([S:8]([CH:11]([C:12]2[C:13]([F:20])=[CH:14][CH:15]=[C:16]([F:19])[C:17]=2[F:18])[CH2:26][CH:27]([OH:29])[CH3:28])(=[O:10])=[O:9])=[CH:6][CH:7]=1, predict the reactants needed to synthesize it. The reactants are: [Cl:1][C:2]1[CH:7]=[CH:6][C:5]([S:8]([CH2:11][C:12]2[C:17]([F:18])=[C:16]([F:19])[CH:15]=[CH:14][C:13]=2[F:20])(=[O:10])=[O:9])=[CH:4][CH:3]=1.C([Li])CCC.[CH2:26]1[O:29][CH:27]1[CH3:28]. (5) Given the product [Cl:5][C:6]1[C:7]([Cl:15])=[N:8][CH:9]=[C:10]([CH:14]=1)[C:11]([N:24]([CH3:23])[CH2:25][CH2:26][N:27]1[CH2:31][CH2:30][CH2:29][CH2:28]1)=[O:13], predict the reactants needed to synthesize it. The reactants are: S(Cl)(Cl)=O.[Cl:5][C:6]1[C:7]([Cl:15])=[N:8][CH:9]=[C:10]([CH:14]=1)[C:11]([OH:13])=O.C(N(CC)CC)C.[CH3:23][NH:24][CH2:25][CH2:26][N:27]1[CH2:31][CH2:30][CH2:29][CH2:28]1. (6) Given the product [F:19][C:20]1[CH:26]=[CH:25][C:23]([NH:24][C:2]2[C:11]3[C:6](=[CH:7][CH:8]=[CH:9][CH:10]=3)[C:5]([CH2:12][C:13]3[CH:18]=[CH:17][N:16]=[CH:15][CH:14]=3)=[N:4][N:3]=2)=[CH:22][CH:21]=1, predict the reactants needed to synthesize it. The reactants are: Cl[C:2]1[C:11]2[C:6](=[CH:7][CH:8]=[CH:9][CH:10]=2)[C:5]([CH2:12][C:13]2[CH:18]=[CH:17][N:16]=[CH:15][CH:14]=2)=[N:4][N:3]=1.[F:19][C:20]1[CH:26]=[CH:25][C:23]([NH2:24])=[CH:22][CH:21]=1.C([O-])(=O)C.C(=O)([O-])[O-].[K+].[K+]. (7) Given the product [C:9]([C:13]1[CH:18]=[CH:17][C:16]([S:19]([NH:8][C:5]2[CH:6]=[N:7][C:2]([CH3:1])=[CH:3][CH:4]=2)(=[O:21])=[O:20])=[CH:15][CH:14]=1)([CH3:12])([CH3:10])[CH3:11], predict the reactants needed to synthesize it. The reactants are: [CH3:1][C:2]1[N:7]=[CH:6][C:5]([NH2:8])=[CH:4][CH:3]=1.[C:9]([C:13]1[CH:18]=[CH:17][C:16]([S:19](Cl)(=[O:21])=[O:20])=[CH:15][CH:14]=1)([CH3:12])([CH3:11])[CH3:10]. (8) Given the product [Br:1][C:2]1[CH:19]=[CH:18][CH:17]=[CH:16][C:3]=1[CH2:4][N:5]1[C:13]2[C:8](=[CH:9][CH:10]=[CH:11][CH:12]=2)[C:7]([OH:14])([CH2:23][N+:20]([O-:22])=[O:21])[C:6]1=[O:15], predict the reactants needed to synthesize it. The reactants are: [Br:1][C:2]1[CH:19]=[CH:18][CH:17]=[CH:16][C:3]=1[CH2:4][N:5]1[C:13]2[C:8](=[CH:9][CH:10]=[CH:11][CH:12]=2)[C:7](=[O:14])[C:6]1=[O:15].[N+:20]([CH3:23])([O-:22])=[O:21]. (9) Given the product [CH2:1]([N:8]1[C:16]2[C:11](=[C:12]([NH:17][C:18]([C:20]3[N:24]4[CH:25]=[C:39]([CH:40]([OH:41])[CH2:42][OH:35])[CH:27]=[CH:28][C:23]4=[N:22][CH:21]=3)=[O:19])[CH:13]=[CH:14][CH:15]=2)[CH:10]=[N:9]1)[C:2]1[CH:7]=[CH:6][CH:5]=[CH:4][CH:3]=1, predict the reactants needed to synthesize it. The reactants are: [CH2:1]([N:8]1[C:16]2[C:11](=[C:12]([NH:17][C:18]([C:20]3[N:24]4[CH:25]=C(C=C)[CH:27]=[CH:28][C:23]4=[N:22][CH:21]=3)=[O:19])[CH:13]=[CH:14][CH:15]=2)[CH:10]=[N:9]1)[C:2]1[CH:7]=[CH:6][CH:5]=[CH:4][CH:3]=1.C[N+]1([O-])CC[O:35]CC1.[CH3:39][C:40]([CH3:42])=[O:41].O.